The task is: Predict which catalyst facilitates the given reaction.. This data is from Catalyst prediction with 721,799 reactions and 888 catalyst types from USPTO. (1) Reactant: [NH2:1][C:2]1[N:7]=[C:6]([C:8]2[O:9][CH:10]=[CH:11][CH:12]=2)[C:5]([C:13]#[N:14])=[C:4](S(C)=O)[N:3]=1.Cl.[NH2:19][CH2:20][CH2:21][NH:22][S:23]([C:26]1[CH:31]=[CH:30][CH:29]=[CH:28][CH:27]=1)(=[O:25])=[O:24].C1CCN2C(=NCCC2)CC1. Product: [NH2:1][C:2]1[N:3]=[C:4]([NH:19][CH2:20][CH2:21][NH:22][S:23]([C:26]2[CH:31]=[CH:30][CH:29]=[CH:28][CH:27]=2)(=[O:25])=[O:24])[C:5]([C:13]#[N:14])=[C:6]([C:8]2[O:9][CH:10]=[CH:11][CH:12]=2)[N:7]=1. The catalyst class is: 57. (2) Reactant: [NH2:1][C@@H:2]1[CH2:6][CH2:5][N:4]([C:7]2[C:16]3[C:11](=[CH:12][C:13]([CH3:17])=[CH:14][CH:15]=3)[N:10]=[C:9]([C:18]3[C:23]([F:24])=[CH:22][CH:21]=[CH:20][C:19]=3[OH:25])[N:8]=2)[CH2:3]1.C(N(CC)CC)C.Cl[C:34]([O:36][CH2:37][CH2:38][O:39][CH3:40])=[O:35]. Product: [F:24][C:23]1[CH:22]=[CH:21][CH:20]=[C:19]([OH:25])[C:18]=1[C:9]1[N:8]=[C:7]([N:4]2[CH2:5][CH2:6][C@@H:2]([NH:1][C:34](=[O:35])[O:36][CH2:37][CH2:38][O:39][CH3:40])[CH2:3]2)[C:16]2[C:11](=[CH:12][C:13]([CH3:17])=[CH:14][CH:15]=2)[N:10]=1. The catalyst class is: 1. (3) Reactant: [CH3:1][O:2][C:3]1[CH:4]=[C:5]2[C:10](=[CH:11][C:12]=1[O:13][CH3:14])[N:9]=[CH:8][CH:7]=[C:6]2[O:15][C:16]1[CH:22]=[CH:21][C:19]([NH2:20])=[C:18]([O:23][CH3:24])[CH:17]=1.C(N(CC)CC)C.ClC(Cl)(O[C:36](=[O:42])OC(Cl)(Cl)Cl)Cl.[CH3:44][C:45]1[N:46]=[C:47]([CH:50]([NH2:52])[CH3:51])[S:48][CH:49]=1. Product: [CH3:1][O:2][C:3]1[CH:4]=[C:5]2[C:10](=[CH:11][C:12]=1[O:13][CH3:14])[N:9]=[CH:8][CH:7]=[C:6]2[O:15][C:16]1[CH:22]=[CH:21][C:19]([NH:20][C:36]([NH:52][CH:50]([C:47]2[S:48][CH:49]=[C:45]([CH3:44])[N:46]=2)[CH3:51])=[O:42])=[C:18]([O:23][CH3:24])[CH:17]=1. The catalyst class is: 22. (4) The catalyst class is: 2. Reactant: [CH2:1]1[C:3]2([CH2:8][CH2:7][C:6](=O)[CH2:5][C:4]2=[O:10])[CH2:2]1.C(Cl)(=O)C([Cl:14])=O. Product: [Cl:14][C:6]1[CH2:7][CH2:8][C:3]2([CH2:1][CH2:2]2)[C:4](=[O:10])[CH:5]=1. (5) Reactant: [CH3:1][O:2][C:3](=[O:29])[NH:4][C@H:5]([C:9]([N:11]1[CH2:15][C@@H:14]([OH:16])[CH2:13][C@H:12]1[C:17]1[NH:18][CH:19]=[C:20]([C:22]2[CH:27]=[CH:26][C:25](Br)=[CH:24][CH:23]=2)[N:21]=1)=[O:10])[CH:6]([CH3:8])[CH3:7].CC1(C)C(C)(C)OB([C:38]2[CH:43]=[CH:42][C:41]([NH2:44])=[CH:40][CH:39]=2)O1.C(=O)([O-])[O-].[Na+].[Na+]. Product: [CH3:1][O:2][C:3](=[O:29])[NH:4][C@H:5]([C:9]([N:11]1[CH2:15][C@@H:14]([OH:16])[CH2:13][C@H:12]1[C:17]1[NH:18][CH:19]=[C:20]([C:22]2[CH:27]=[CH:26][C:25]([C:38]3[CH:43]=[CH:42][C:41]([NH2:44])=[CH:40][CH:39]=3)=[CH:24][CH:23]=2)[N:21]=1)=[O:10])[CH:6]([CH3:8])[CH3:7]. The catalyst class is: 117. (6) Reactant: [F:1][C:2]1[CH:10]=[CH:9][CH:8]=[CH:7][C:3]=1[CH2:4][NH:5][NH2:6].[C:11]([C:13](C#N)=[C:14]([C:17]#[N:18])[C:15]#[N:16])#[N:12]. Product: [NH2:18][C:17]1[N:5]([CH2:4][C:3]2[CH:7]=[CH:8][CH:9]=[CH:10][C:2]=2[F:1])[N:6]=[C:13]([C:11]#[N:12])[C:14]=1[C:15]#[N:16]. The catalyst class is: 8. (7) Reactant: [C:1]([C:3]1[CH:8]=[C:7]([O:9][C:10]([F:13])([F:12])[F:11])[CH:6]=[CH:5][C:4]=1[NH:14][C:15]1[CH:29]=[CH:28][C:18]([CH2:19][NH:20]C(=O)OC(C)(C)C)=[CH:17][CH:16]=1)#[N:2].[F:30][C:31]([F:36])([F:35])[C:32]([OH:34])=[O:33]. Product: [NH2:20][CH2:19][C:18]1[CH:28]=[CH:29][C:15]([NH:14][C:4]2[CH:5]=[CH:6][C:7]([O:9][C:10]([F:11])([F:12])[F:13])=[CH:8][C:3]=2[C:1]#[N:2])=[CH:16][CH:17]=1.[F:30][C:31]([F:36])([F:35])[C:32]([O-:34])=[O:33]. The catalyst class is: 4.